This data is from Peptide-MHC class I binding affinity with 185,985 pairs from IEDB/IMGT. The task is: Regression. Given a peptide amino acid sequence and an MHC pseudo amino acid sequence, predict their binding affinity value. This is MHC class I binding data. (1) The peptide sequence is FAIVPPLQI. The MHC is HLA-A26:01 with pseudo-sequence HLA-A26:01. The binding affinity (normalized) is 0.0847. (2) The peptide sequence is VYDIVNNLV. The MHC is H-2-Kd with pseudo-sequence H-2-Kd. The binding affinity (normalized) is 0.112.